This data is from NCI-60 drug combinations with 297,098 pairs across 59 cell lines. The task is: Regression. Given two drug SMILES strings and cell line genomic features, predict the synergy score measuring deviation from expected non-interaction effect. (1) Drug 1: CC1=C(C=C(C=C1)NC(=O)C2=CC=C(C=C2)CN3CCN(CC3)C)NC4=NC=CC(=N4)C5=CN=CC=C5. Drug 2: CC1C(C(CC(O1)OC2CC(OC(C2O)C)OC3=CC4=CC5=C(C(=O)C(C(C5)C(C(=O)C(C(C)O)O)OC)OC6CC(C(C(O6)C)O)OC7CC(C(C(O7)C)O)OC8CC(C(C(O8)C)O)(C)O)C(=C4C(=C3C)O)O)O)O. Cell line: OVCAR-8. Synergy scores: CSS=51.6, Synergy_ZIP=2.97, Synergy_Bliss=2.40, Synergy_Loewe=-27.7, Synergy_HSA=-0.376. (2) Drug 1: C1=C(C(=O)NC(=O)N1)N(CCCl)CCCl. Drug 2: C1=CC(=CC=C1C#N)C(C2=CC=C(C=C2)C#N)N3C=NC=N3. Cell line: EKVX. Synergy scores: CSS=-0.201, Synergy_ZIP=-4.18, Synergy_Bliss=-1.62, Synergy_Loewe=-2.20, Synergy_HSA=-1.74. (3) Drug 1: C1=CC(=CC=C1CCCC(=O)O)N(CCCl)CCCl. Drug 2: CCC1(CC2CC(C3=C(CCN(C2)C1)C4=CC=CC=C4N3)(C5=C(C=C6C(=C5)C78CCN9C7C(C=CC9)(C(C(C8N6C)(C(=O)OC)O)OC(=O)C)CC)OC)C(=O)OC)O.OS(=O)(=O)O. Cell line: HOP-92. Synergy scores: CSS=39.3, Synergy_ZIP=-13.9, Synergy_Bliss=-8.42, Synergy_Loewe=-7.86, Synergy_HSA=-3.22. (4) Drug 1: COC1=NC(=NC2=C1N=CN2C3C(C(C(O3)CO)O)O)N. Drug 2: CC1=C(N=C(N=C1N)C(CC(=O)N)NCC(C(=O)N)N)C(=O)NC(C(C2=CN=CN2)OC3C(C(C(C(O3)CO)O)O)OC4C(C(C(C(O4)CO)O)OC(=O)N)O)C(=O)NC(C)C(C(C)C(=O)NC(C(C)O)C(=O)NCCC5=NC(=CS5)C6=NC(=CS6)C(=O)NCCC[S+](C)C)O. Cell line: A549. Synergy scores: CSS=18.0, Synergy_ZIP=-9.31, Synergy_Bliss=0.604, Synergy_Loewe=-19.3, Synergy_HSA=-0.330.